Dataset: NCI-60 drug combinations with 297,098 pairs across 59 cell lines. Task: Regression. Given two drug SMILES strings and cell line genomic features, predict the synergy score measuring deviation from expected non-interaction effect. (1) Drug 1: C1CC(=O)NC(=O)C1N2CC3=C(C2=O)C=CC=C3N. Drug 2: CC1C(C(CC(O1)OC2CC(OC(C2O)C)OC3=CC4=CC5=C(C(=O)C(C(C5)C(C(=O)C(C(C)O)O)OC)OC6CC(C(C(O6)C)O)OC7CC(C(C(O7)C)O)OC8CC(C(C(O8)C)O)(C)O)C(=C4C(=C3C)O)O)O)O. Cell line: OVCAR-4. Synergy scores: CSS=7.37, Synergy_ZIP=-0.632, Synergy_Bliss=0.502, Synergy_Loewe=-33.6, Synergy_HSA=0.361. (2) Drug 1: C1CCC(CC1)NC(=O)N(CCCl)N=O. Drug 2: C1=CC=C(C(=C1)C(C2=CC=C(C=C2)Cl)C(Cl)Cl)Cl. Cell line: SR. Synergy scores: CSS=49.4, Synergy_ZIP=0.169, Synergy_Bliss=1.12, Synergy_Loewe=-16.7, Synergy_HSA=1.33. (3) Drug 1: CN1CCC(CC1)COC2=C(C=C3C(=C2)N=CN=C3NC4=C(C=C(C=C4)Br)F)OC. Drug 2: CS(=O)(=O)CCNCC1=CC=C(O1)C2=CC3=C(C=C2)N=CN=C3NC4=CC(=C(C=C4)OCC5=CC(=CC=C5)F)Cl. Cell line: RPMI-8226. Synergy scores: CSS=-6.83, Synergy_ZIP=5.42, Synergy_Bliss=5.92, Synergy_Loewe=-8.53, Synergy_HSA=-5.09. (4) Drug 1: CC1=C2C(C(=O)C3(C(CC4C(C3C(C(C2(C)C)(CC1OC(=O)C(C(C5=CC=CC=C5)NC(=O)OC(C)(C)C)O)O)OC(=O)C6=CC=CC=C6)(CO4)OC(=O)C)OC)C)OC. Drug 2: CCC1(C2=C(COC1=O)C(=O)N3CC4=CC5=C(C=CC(=C5CN(C)C)O)N=C4C3=C2)O.Cl. Cell line: NCI-H522. Synergy scores: CSS=52.2, Synergy_ZIP=-1.91, Synergy_Bliss=-1.08, Synergy_Loewe=2.33, Synergy_HSA=4.61.